This data is from Choline transporter screen with 302,306 compounds. The task is: Binary Classification. Given a drug SMILES string, predict its activity (active/inactive) in a high-throughput screening assay against a specified biological target. (1) The compound is o1c2c(c(CN(Cc3ccccc3)C)cc1=O)cc(OC)cc2. The result is 0 (inactive). (2) The compound is Ic1cc(CNc2ncnc3n(C4OC(C(O)C4O)C(=O)NC)cnc23)ccc1. The result is 1 (active). (3) The molecule is S(Cc1[nH]c(Nc2nc3c(c(n2)C)cc(OC)cc3)nc(=O)c1)c1n(nnn1)c1ccccc1. The result is 0 (inactive). (4) The compound is S(c1n(CCCC)c(=O)c2c(n1)cccc2)Cc1sc2c(n1)cccc2. The result is 0 (inactive). (5) The compound is Clc1ccc(S(=O)(=O)NC(CN2CCC(CC2)C(OCC)=O)(C)C)cc1. The result is 0 (inactive). (6) The drug is Fc1ccc(/C(=C/c2oc(N3CCCCCC3)cc2)C#N)cc1. The result is 0 (inactive). (7) The drug is S(=O)(=O)(N1CCOCC1)c1cc(ccc1)C(=O)Nn1cnnc1. The result is 0 (inactive). (8) The drug is S(=O)(=O)(NNC(=O)c1ccc([N+]([O-])=O)cc1)c1ccc(F)cc1. The result is 0 (inactive).